From a dataset of Full USPTO retrosynthesis dataset with 1.9M reactions from patents (1976-2016). Predict the reactants needed to synthesize the given product. Given the product [F:34][C:35]([F:40])([F:39])[C:36]([OH:38])=[O:37].[Cl:1][C:2]1[CH:3]=[CH:4][C:5]([NH:8][C:9](=[O:33])[C:10]2[CH:15]=[CH:14][CH:13]=[CH:12][C:11]=2[NH:16][C:17]([O:19][CH:20]2[CH2:21][CH2:22][NH:23][CH2:24][CH2:25]2)=[O:18])=[N:6][CH:7]=1, predict the reactants needed to synthesize it. The reactants are: [Cl:1][C:2]1[CH:3]=[CH:4][C:5]([NH:8][C:9](=[O:33])[C:10]2[CH:15]=[CH:14][CH:13]=[CH:12][C:11]=2[NH:16][C:17]([O:19][CH:20]2[CH2:25][CH2:24][N:23](C(OC(C)(C)C)=O)[CH2:22][CH2:21]2)=[O:18])=[N:6][CH:7]=1.[F:34][C:35]([F:40])([F:39])[C:36]([O-:38])=[O:37].